This data is from Reaction yield outcomes from USPTO patents with 853,638 reactions. The task is: Predict the reaction yield, written as a fraction of the theoretical maximum amount of product (1.0 means a 100% yield; for example, 0.34 means a 34% yield). (1) The reactants are [NH:1]1[CH:5]=[CH:4][C:3]([NH2:6])=[N:2]1.[O:7]1[C:11]2([CH2:16][CH2:15][C:14](=O)[CH2:13][CH2:12]2)[O:10][CH2:9][CH2:8]1.[BH4-].[Na+].Cl. The catalyst is CO.[OH-].[Na+]. The yield is 0.640. The product is [O:7]1[C:11]2([CH2:16][CH2:15][CH:14]([NH:6][C:3]3[NH:2][N:1]=[CH:5][CH:4]=3)[CH2:13][CH2:12]2)[O:10][CH2:9][CH2:8]1. (2) The reactants are Cl[C:2]1[N:3]=[CH:4][C:5]2[C:9]([NH:11][C:12]3[CH:16]=[C:15]([CH3:17])[NH:14][N:13]=3)([N:10]=1)[N:8]=[CH:7][N:6]=2.[CH3:18][CH:19]1[CH2:24][CH2:23][NH:22][CH2:21][CH2:20]1.C(=O)([O-])[O-].[K+].[K+]. No catalyst specified. The product is [CH3:18][CH:19]1[CH2:24][CH2:23][N:22]([C:2]2[N:3]=[CH:4][C:5]3[C:9]([NH:11][C:12]4[NH:13][N:14]=[C:15]([CH3:17])[CH:16]=4)([N:10]=2)[N:8]=[CH:7][N:6]=3)[CH2:21][CH2:20]1. The yield is 0.900. (3) The reactants are [NH2:1][CH2:2][CH:3]1[CH2:8][CH2:7][CH:6]([CH2:9][NH:10][C:11]2[N:19]=[CH:18][N:17]=[C:16]3[C:12]=2[N:13]=[C:14]([C:27]2[CH:32]=[CH:31][CH:30]=[CH:29][C:28]=2[Cl:33])[N:15]3[C:20]2[CH:25]=[CH:24][C:23]([Cl:26])=[CH:22][CH:21]=2)[CH2:5][CH2:4]1.[S:34](N)([NH2:37])(=[O:36])=[O:35]. The catalyst is O1CCOCC1. The product is [Cl:33][C:28]1[CH:29]=[CH:30][CH:31]=[CH:32][C:27]=1[C:14]1[N:15]([C:20]2[CH:21]=[CH:22][C:23]([Cl:26])=[CH:24][CH:25]=2)[C:16]2[C:12]([N:13]=1)=[C:11]([NH:10][CH2:9][CH:6]1[CH2:7][CH2:8][CH:3]([CH2:2][NH:1][NH:37][SH:34](=[O:36])=[O:35])[CH2:4][CH2:5]1)[N:19]=[CH:18][N:17]=2. The yield is 0.250. (4) The reactants are [Cl:1][C:2]1[S:3][C:4]([CH2:7][N:8]2[C:13](=[O:14])[C:12]([C:15]3[NH:20][C:19]4[CH:21]=[CH:22][C:23]([O:25][Si](C(C)C)(C(C)C)C(C)C)=[CH:24][C:18]=4[S:17](=[O:37])(=[O:36])[N:16]=3)=[C:11]([OH:38])[C:10]3[S:39][CH:40]=[CH:41][C:9]2=3)=[CH:5][N:6]=1.[F-].C([N+](CCCC)(CCCC)CCCC)CCC.Cl. The catalyst is O1CCCC1.O. The product is [Cl:1][C:2]1[S:3][C:4]([CH2:7][N:8]2[C:13](=[O:14])[C:12]([C:15]3[NH:20][C:19]4[CH:21]=[CH:22][C:23]([OH:25])=[CH:24][C:18]=4[S:17](=[O:36])(=[O:37])[N:16]=3)=[C:11]([OH:38])[C:10]3[S:39][CH:40]=[CH:41][C:9]2=3)=[CH:5][N:6]=1. The yield is 0.840. (5) The reactants are ClC1C=CC=CC=1NC(=O)NC1C=CC(C2C=C3C(CN([C@@H](C(C)C)C(O)=O)C3=O)=CC=2)=NC=1.[CH3:35][C:36]1[CH:37]=[C:38]([NH:43][C:44](=[O:71])[NH:45][C:46]2[CH:51]=[CH:50][C:49]([C:52]3[CH:60]=[C:59]4[C:55]([CH2:56][N:57]([C@@H:62]([CH:67]([CH3:69])[CH3:68])[C:63]([O:65]C)=[O:64])[C:58]4=[O:61])=[CH:54][CH:53]=3)=[CH:48][C:47]=2[F:70])[CH:39]=[CH:40][C:41]=1[CH3:42]. No catalyst specified. The product is [CH3:35][C:36]1[CH:37]=[C:38]([NH:43][C:44](=[O:71])[NH:45][C:46]2[CH:51]=[CH:50][C:49]([C:52]3[CH:60]=[C:59]4[C:55]([CH2:56][N:57]([C@@H:62]([CH:67]([CH3:68])[CH3:69])[C:63]([OH:65])=[O:64])[C:58]4=[O:61])=[CH:54][CH:53]=3)=[CH:48][C:47]=2[F:70])[CH:39]=[CH:40][C:41]=1[CH3:42]. The yield is 0.820.